From a dataset of Reaction yield outcomes from USPTO patents with 853,638 reactions. Predict the reaction yield, written as a fraction of the theoretical maximum amount of product (1.0 means a 100% yield; for example, 0.34 means a 34% yield). The yield is 0.770. The product is [Br:1][C:2]1[CH:9]=[CH:8][C:5]([CH2:6][Br:18])=[CH:4][C:3]=1[O:10][CH:11]1[CH2:16][CH2:15][CH2:14][CH2:13][O:12]1. The catalyst is CCOCC. The reactants are [Br:1][C:2]1[CH:9]=[CH:8][C:5]([CH2:6]O)=[CH:4][C:3]=1[O:10][CH:11]1[CH2:16][CH2:15][CH2:14][CH2:13][O:12]1.C(Br)(Br)(Br)[Br:18].N1C=CC=CC=1.C1(P(C2C=CC=CC=2)C2C=CC=CC=2)C=CC=CC=1.